Dataset: Full USPTO retrosynthesis dataset with 1.9M reactions from patents (1976-2016). Task: Predict the reactants needed to synthesize the given product. (1) Given the product [CH3:1][O:2][C:3]1[CH:8]=[CH:7][C:6]([N+:9]([O-:11])=[O:10])=[CH:5][C:4]=1[C:25]1[N:21]([CH3:20])[N:22]=[CH:23][CH:24]=1, predict the reactants needed to synthesize it. The reactants are: [CH3:1][O:2][C:3]1[CH:8]=[CH:7][C:6]([N+:9]([O-:11])=[O:10])=[CH:5][C:4]=1OS(C(F)(F)F)(=O)=O.[CH3:20][N:21]1[C:25](B(O)O)=[CH:24][CH:23]=[N:22]1.C([O-])([O-])=O.[Na+].[Na+]. (2) Given the product [CH3:1][O:2][C:3]1[CH:11]=[C:10]([C:12]([F:15])([F:14])[F:13])[CH:9]=[CH:8][C:4]=1[C:5]([NH:36][CH:34]([C:30]1[CH:29]=[C:28]([CH:33]=[CH:32][CH:31]=1)[O:27][C:24]1[CH:25]=[CH:26][C:21]([CH2:20][CH2:19][C:18]([OH:38])=[O:17])=[C:22]([CH3:37])[CH:23]=1)[CH3:35])=[O:7], predict the reactants needed to synthesize it. The reactants are: [CH3:1][O:2][C:3]1[CH:11]=[C:10]([C:12]([F:15])([F:14])[F:13])[CH:9]=[CH:8][C:4]=1[C:5]([OH:7])=O.C[O:17][C:18](=[O:38])[CH2:19][CH2:20][C:21]1[CH:26]=[CH:25][C:24]([O:27][C:28]2[CH:33]=[CH:32][CH:31]=[C:30]([C@H:34]([NH2:36])[CH3:35])[CH:29]=2)=[CH:23][C:22]=1[CH3:37].